Predict the reactants needed to synthesize the given product. From a dataset of Full USPTO retrosynthesis dataset with 1.9M reactions from patents (1976-2016). (1) Given the product [C:12]([O:11][C:9]([N:8]1[C@@H:7]([C:16]([OH:18])=[O:17])[CH2:6][CH2:5][CH2:4][O:3][C:2]1([CH3:26])[CH3:1])=[O:10])([CH3:15])([CH3:13])[CH3:14], predict the reactants needed to synthesize it. The reactants are: [CH3:1][C:2]1([CH3:26])[N:8]([C:9]([O:11][C:12]([CH3:15])([CH3:14])[CH3:13])=[O:10])[C@@H:7]([C:16]([O:18]CC2C=CC=CC=2)=[O:17])[CH2:6][CH2:5][CH2:4][O:3]1. (2) Given the product [Br:1][C:2]1[CH:11]=[CH:10][C:5]([C:6]([O:8][CH3:9])=[O:7])=[C:4]([CH2:12][Br:25])[CH:3]=1, predict the reactants needed to synthesize it. The reactants are: [Br:1][C:2]1[CH:11]=[CH:10][C:5]([C:6]([O:8][CH3:9])=[O:7])=[C:4]([CH3:12])[CH:3]=1.N(C(C)(C)C#N)=NC(C)(C)C#N.[Br:25]N1C(=O)CCC1=O. (3) Given the product [CH3:1][C:2]1[N:7]([CH2:8][CH2:9][C:10]2[CH:11]=[CH:12][C:13]([C:14]([O:16][CH3:17])=[O:15])=[CH:18][CH:19]=2)[C:6](=[O:20])[CH:5]=[CH:4][CH:3]=1, predict the reactants needed to synthesize it. The reactants are: [CH3:1][C:2]1[N:7]([CH2:8][CH2:9][C:10]2[CH:19]=[CH:18][C:13]([C:14]([O:16][CH3:17])=[O:15])=[CH:12][CH:11]=2)[C:6](=[O:20])[CH:5]=[C:4](OS(C(F)(F)F)(=O)=O)[CH:3]=1.C(N(C(C)C)C(C)C)C.